From a dataset of Reaction yield outcomes from USPTO patents with 853,638 reactions. Predict the reaction yield, written as a fraction of the theoretical maximum amount of product (1.0 means a 100% yield; for example, 0.34 means a 34% yield). The catalyst is C(O)C. The yield is 0.721. The product is [CH3:1][C:2]1[N:3]=[C:4]2[CH:9]=[CH:8][CH:7]=[C:6]([CH2:10][N:11]([C:25]([O:27][C:28]([CH3:31])([CH3:30])[CH3:29])=[O:26])[CH2:12][CH2:13][CH2:14][CH2:15][NH:16][S:17]([C:20]([F:21])([F:22])[F:23])(=[O:19])=[O:18])[N:5]2[CH:24]=1. The reactants are [CH3:1][C:2]1[N:3]=[C:4]2[CH:9]=[CH:8][CH:7]=[C:6]([CH2:10][NH:11][CH2:12][CH2:13][CH2:14][CH2:15][NH:16][S:17]([C:20]([F:23])([F:22])[F:21])(=[O:19])=[O:18])[N:5]2[CH:24]=1.[C:25](O[C:25]([O:27][C:28]([CH3:31])([CH3:30])[CH3:29])=[O:26])([O:27][C:28]([CH3:31])([CH3:30])[CH3:29])=[O:26].